This data is from Reaction yield outcomes from USPTO patents with 853,638 reactions. The task is: Predict the reaction yield, written as a fraction of the theoretical maximum amount of product (1.0 means a 100% yield; for example, 0.34 means a 34% yield). (1) The reactants are Br[C:2]([CH3:13])([C:8]([O:10][CH2:11][CH3:12])=[O:9])[C:3]([O:5][CH2:6][CH3:7])=[O:4].[F-].[K+].[N+:16]([C:19]1[CH:20]=[C:21]([OH:25])[CH:22]=[CH:23][CH:24]=1)([O-:18])=[O:17]. The catalyst is CN(C=O)C.O. The product is [CH3:13][C:2]([O:25][C:21]1[CH:22]=[CH:23][CH:24]=[C:19]([N+:16]([O-:18])=[O:17])[CH:20]=1)([C:8]([O:10][CH2:11][CH3:12])=[O:9])[C:3]([O:5][CH2:6][CH3:7])=[O:4]. The yield is 0.800. (2) The catalyst is C(Cl)Cl. The yield is 0.380. The product is [F:15][C:12]([F:13])([F:14])[CH2:11][O:10][C:8]1[CH:7]=[C:6]([O:16][CH2:17][C:18]([F:21])([F:20])[F:19])[N:5]=[C:4]([NH:1][C:2](=[O:3])[N:23]([CH3:22])[C:24]2[CH:29]=[CH:28][C:27]([O:30][C:31]([F:32])([F:33])[F:34])=[CH:26][CH:25]=2)[N:9]=1. The reactants are [N:1]([C:4]1[N:9]=[C:8]([O:10][CH2:11][C:12]([F:15])([F:14])[F:13])[CH:7]=[C:6]([O:16][CH2:17][C:18]([F:21])([F:20])[F:19])[N:5]=1)=[C:2]=[O:3].[CH3:22][NH:23][C:24]1[CH:29]=[CH:28][C:27]([O:30][C:31]([F:34])([F:33])[F:32])=[CH:26][CH:25]=1. (3) The product is [CH2:1]([O:3][CH2:4][CH2:5][O:6][C:7]1[CH:8]=[C:9]([CH3:34])[C:10]([C:14]2[CH:19]=[CH:18][CH:17]=[C:16]([CH2:20][O:21][C:22]3[CH:23]=[CH:24][C:25]([CH:28]4[CH2:37][CH:29]4[C:30]([O:32][CH3:33])=[O:31])=[CH:26][CH:27]=3)[CH:15]=2)=[C:11]([CH3:13])[CH:12]=1)[CH3:2]. The catalyst is O1CCCC1.C(OCC)C.C(O)(=O)C.C([O-])(=O)C.[Pd+2].C([O-])(=O)C. The reactants are [CH2:1]([O:3][CH2:4][CH2:5][O:6][C:7]1[CH:12]=[C:11]([CH3:13])[C:10]([C:14]2[CH:19]=[CH:18][CH:17]=[C:16]([CH2:20][O:21][C:22]3[CH:27]=[CH:26][C:25](/[CH:28]=[CH:29]/[C:30]([O:32][CH3:33])=[O:31])=[CH:24][CH:23]=3)[CH:15]=2)=[C:9]([CH3:34])[CH:8]=1)[CH3:2].[N+](=[CH2:37])=[N-].CN(N=O)C(N[N+]([O-])=O)=N.[OH-].[K+]. The yield is 0.990. (4) The reactants are [F:1][C:2]1[CH:7]=[CH:6][C:5]([CH2:8][OH:9])=[CH:4][CH:3]=1.N1C=CN=C1.[C:15]([Si:19](Cl)([CH3:21])[CH3:20])([CH3:18])([CH3:17])[CH3:16]. The catalyst is CN(C=O)C. The product is [C:15]([Si:19]([O:9][CH2:8][C:5]1[CH:6]=[CH:7][C:2]([F:1])=[CH:3][CH:4]=1)([CH3:21])[CH3:20])([CH3:18])([CH3:17])[CH3:16]. The yield is 0.990. (5) The reactants are NC1C=CC(S(NC2C=CC=CC=2C)(=O)=O)=CC=1.[N+:19]([C:22]1[CH:27]=[CH:26][C:25]([S:28]([NH:31][C:32]2[CH:37]=[CH:36][C:35]([CH3:38])=[CH:34][CH:33]=2)(=[O:30])=[O:29])=[CH:24][CH:23]=1)([O-])=O. No catalyst specified. The product is [NH2:19][C:22]1[CH:27]=[CH:26][C:25]([S:28]([NH:31][C:32]2[CH:37]=[CH:36][C:35]([CH3:38])=[CH:34][CH:33]=2)(=[O:30])=[O:29])=[CH:24][CH:23]=1. The yield is 0.990.